This data is from Full USPTO retrosynthesis dataset with 1.9M reactions from patents (1976-2016). The task is: Predict the reactants needed to synthesize the given product. (1) Given the product [CH3:23][C:19]1([CH3:22])[C:18]2[C:13]([O:12][C:9]3[N:10]=[CH:11][C:6]([N:5]4[C:3](=[O:4])[C@@H:2]([CH2:24][CH3:25])[NH:1][C:27]4=[O:29])=[CH:7][N:8]=3)=[CH:14][CH:15]=[CH:16][C:17]=2[O:21][CH2:20]1, predict the reactants needed to synthesize it. The reactants are: [NH2:1][C@H:2]([CH2:24][CH3:25])[C:3]([NH:5][C:6]1[CH:7]=[N:8][C:9]([O:12][C:13]2[C:18]3[C:19]([CH3:23])([CH3:22])[CH2:20][O:21][C:17]=3[CH:16]=[CH:15][CH:14]=2)=[N:10][CH:11]=1)=[O:4].Cl[C:27](Cl)([O:29]C(=O)OC(Cl)(Cl)Cl)Cl. (2) Given the product [NH2:38][C:35]1[N:36]=[CH:37][C:32]([C:8]2[CH:13]=[CH:12][C:11]([C:14]3([C:17]([O:19][C:20]([CH3:23])([CH3:22])[CH3:21])=[O:18])[CH2:16][CH2:15]3)=[CH:10][CH:9]=2)=[CH:33][N:34]=1, predict the reactants needed to synthesize it. The reactants are: C(=O)([O-])[O-].[Na+].[Na+].Br[C:8]1[CH:13]=[CH:12][C:11]([C:14]2([C:17]([O:19][C:20]([CH3:23])([CH3:22])[CH3:21])=[O:18])[CH2:16][CH2:15]2)=[CH:10][CH:9]=1.CC1(C)C(C)(C)OB([C:32]2[CH:33]=[N:34][C:35]([NH2:38])=[N:36][CH:37]=2)O1. (3) Given the product [CH:1]([O:3][CH:4]1[CH:5]2[CH2:10][CH:8]([CH:7]3[CH:6]2[O:12][CH:11]=[CH:13][CH2:14]3)[CH2:9]1)=[O:2], predict the reactants needed to synthesize it. The reactants are: [CH:1]([O:3][CH:4]1[CH2:9][CH:8]2[CH2:10][CH:5]1[CH:6]=[CH:7]2)=[O:2].[CH:11]([CH:13]=[CH2:14])=[O:12]. (4) The reactants are: C1C(=O)N([Br:8])C(=O)C1.CC(N=NC(C#N)(C)C)(C#N)C.[Br:21][C:22]1[CH:27]=[CH:26][C:25]([CH3:28])=[CH:24][C:23]=1[C:29]([F:32])([F:31])[F:30]. Given the product [Br:21][C:22]1[CH:27]=[CH:26][C:25]([CH2:28][Br:8])=[CH:24][C:23]=1[C:29]([F:30])([F:31])[F:32], predict the reactants needed to synthesize it. (5) Given the product [C:31]([O:30][C:28]([NH:25][C:1]1([CH2:4][CH:6]2[CH2:10][CH2:9][N:8]([C@@H:11]([C:13]3[CH:18]=[CH:17][CH:16]=[CH:15][CH:14]=3)[CH3:12])[CH2:7]2)[CH2:3][CH2:2]1)=[O:29])([CH3:34])([CH3:33])[CH3:32], predict the reactants needed to synthesize it. The reactants are: [CH:1]1([C:4]([CH:6]2[CH2:10][CH2:9][N:8]([C@@H:11]([C:13]3[CH:18]=[CH:17][CH:16]=[CH:15][CH:14]=3)[CH3:12])[CH2:7]2)=O)[CH2:3][CH2:2]1.C([O-])(=O)C.[NH4+].C([BH3-])#[N:25].[Na+].[C:28](O[C:28]([O:30][C:31]([CH3:34])([CH3:33])[CH3:32])=[O:29])([O:30][C:31]([CH3:34])([CH3:33])[CH3:32])=[O:29]. (6) Given the product [OH:1][C:2]1[CH:3]=[C:4]2[C:9](=[CH:10][CH:11]=1)[C:8](=[O:12])[CH:7]([C:14](=[O:15])[C:13]([O:18][CH2:19][CH3:20])=[O:17])[CH2:6][CH2:5]2, predict the reactants needed to synthesize it. The reactants are: [OH:1][C:2]1[CH:3]=[C:4]2[C:9](=[CH:10][CH:11]=1)[C:8](=[O:12])[CH2:7][CH2:6][CH2:5]2.[C:13]([O:18][CH2:19][CH3:20])(=[O:17])[C:14]([O-])=[O:15].C[Si]([N-][Si](C)(C)C)(C)C.[Li+]. (7) Given the product [F:1][C:2]1[CH:3]=[C:4]([C@H:13]([NH:18][C:19]([C:21]2[CH:22]=[N:23][N:24]3[CH:29]=[C:28]([CH3:30])[CH:27]=[N:26][C:25]=23)=[O:20])[C:14]([OH:17])([CH3:15])[CH3:16])[CH:5]=[CH:6][C:7]=1[O:8][C:9]([F:11])([F:10])[F:12], predict the reactants needed to synthesize it. The reactants are: [F:1][C:2]1[CH:3]=[C:4]([CH:13]([NH:18][C:19]([C:21]2[CH:22]=[N:23][N:24]3[CH:29]=[C:28]([CH3:30])[CH:27]=[N:26][C:25]=23)=[O:20])[C:14]([OH:17])([CH3:16])[CH3:15])[CH:5]=[CH:6][C:7]=1[O:8][C:9]([F:12])([F:11])[F:10]. (8) Given the product [Br:1][C:2]1[N:7]=[C:6]([CH2:8][N:10]2[CH2:15][CH2:14][O:13][CH2:12][CH2:11]2)[CH:5]=[CH:4][CH:3]=1, predict the reactants needed to synthesize it. The reactants are: [Br:1][C:2]1[N:7]=[C:6]([CH:8]=O)[CH:5]=[CH:4][CH:3]=1.[NH:10]1[CH2:15][CH2:14][O:13][CH2:12][CH2:11]1.C(O[BH-](OC(=O)C)OC(=O)C)(=O)C.[Na+]. (9) Given the product [Cl:8][C:6]1[CH:5]=[C:4]([C:9]2[S:13][C:12]([C:14]3([OH:18])[CH2:17][CH2:16][CH2:15]3)=[N:11][CH:10]=2)[CH:3]=[C:2]([NH:1][C:20]2[N:25]=[C:24]([C:26]([F:29])([F:28])[F:27])[CH:23]=[CH:22][N:21]=2)[CH:7]=1, predict the reactants needed to synthesize it. The reactants are: [NH2:1][C:2]1[CH:3]=[C:4]([C:9]2[S:13][C:12]([C:14]3([OH:18])[CH2:17][CH2:16][CH2:15]3)=[N:11][CH:10]=2)[CH:5]=[C:6]([Cl:8])[CH:7]=1.Cl[C:20]1[N:25]=[C:24]([C:26]([F:29])([F:28])[F:27])[CH:23]=[CH:22][N:21]=1.CC1(C)C2C(=C(P(C3C=CC=CC=3)C3C=CC=CC=3)C=CC=2)OC2C(P(C3C=CC=CC=3)C3C=CC=CC=3)=CC=CC1=2.C(=O)([O-])[O-].[Cs+].[Cs+]. (10) Given the product [CH2:1]([O:8][N:9]1[C:18]2[C:13](=[CH:14][C:15]([C:47]#[C:46][CH2:45][O:48][CH2:49][CH2:50][OH:51])=[CH:16][N:17]=2)[C:12]([NH:20][CH2:21][C:22]2[CH:27]=[CH:26][C:25]([O:28][CH3:29])=[CH:24][C:23]=2[O:30][CH3:31])=[C:11]([C:32]([NH:34][CH2:35][C:36]2[CH:41]=[CH:40][C:39]([F:42])=[CH:38][C:37]=2[F:43])=[O:33])[C:10]1=[O:44])[C:2]1[CH:7]=[CH:6][CH:5]=[CH:4][CH:3]=1, predict the reactants needed to synthesize it. The reactants are: [CH2:1]([O:8][N:9]1[C:18]2[C:13](=[CH:14][C:15](Br)=[CH:16][N:17]=2)[C:12]([NH:20][CH2:21][C:22]2[CH:27]=[CH:26][C:25]([O:28][CH3:29])=[CH:24][C:23]=2[O:30][CH3:31])=[C:11]([C:32]([NH:34][CH2:35][C:36]2[CH:41]=[CH:40][C:39]([F:42])=[CH:38][C:37]=2[F:43])=[O:33])[C:10]1=[O:44])[C:2]1[CH:7]=[CH:6][CH:5]=[CH:4][CH:3]=1.[CH2:45]([O:48][CH2:49][CH2:50][OH:51])[C:46]#[CH:47].